From a dataset of Full USPTO retrosynthesis dataset with 1.9M reactions from patents (1976-2016). Predict the reactants needed to synthesize the given product. Given the product [N:1]([CH2:4][CH2:5][NH:6][C:26](=[O:27])[C:25]1[CH:24]=[C:23]([F:22])[CH:31]=[C:30]([F:32])[CH:29]=1)=[N+:2]=[N-:3], predict the reactants needed to synthesize it. The reactants are: [N:1]([CH2:4][CH2:5][NH:6]C(=O)CCCCCCCCCCCCC)=[N+:2]=[N-:3].[F:22][C:23]1[CH:24]=[C:25]([CH:29]=[C:30]([F:32])[CH:31]=1)[C:26](Cl)=[O:27].N(CCN)=[N+]=[N-].C(N(CC)CC)C.